This data is from Peptide-MHC class I binding affinity with 185,985 pairs from IEDB/IMGT. The task is: Regression. Given a peptide amino acid sequence and an MHC pseudo amino acid sequence, predict their binding affinity value. This is MHC class I binding data. The MHC is HLA-A03:01 with pseudo-sequence HLA-A03:01. The binding affinity (normalized) is 0.149. The peptide sequence is SQDLACIFDA.